From a dataset of Full USPTO retrosynthesis dataset with 1.9M reactions from patents (1976-2016). Predict the reactants needed to synthesize the given product. (1) The reactants are: F[C:2]1[C:7]([S:8]([CH3:11])(=[O:10])=[O:9])=[CH:6][CH:5]=[CH:4][C:3]=1[CH2:12][F:13].[NH2:14][C:15]1[CH:19]=[CH:18][N:17](C)[N:16]=1.Cl[C:22]1[C:31]2[C:26](=[CH:27][CH:28]=[C:29]([OH:32])[CH:30]=2)[N:25]=[CH:24][N:23]=1. Given the product [F:13][CH2:12][C:3]1[CH:4]=[CH:5][CH:6]=[C:7]([S:8]([CH3:11])(=[O:10])=[O:9])[C:2]=1[O:32][C:29]1[CH:30]=[C:31]2[C:26](=[CH:27][CH:28]=1)[N:25]=[CH:24][N:23]=[C:22]2[NH:14][C:15]1[CH:19]=[CH:18][NH:17][N:16]=1, predict the reactants needed to synthesize it. (2) Given the product [CH:1]1([CH:7]([NH:27][C:28]2[CH:29]=[CH:30][C:31]([C:34]([N:36]([CH3:44])[CH2:37][CH2:38][C:39]([OH:41])=[O:40])=[O:35])=[CH:32][CH:33]=2)[C:9]2[C:10]([CH:24]3[CH2:25][CH2:26]3)=[N:11][N:12]([C:14]3[CH:19]=[CH:18][C:17]([C:20]([F:21])([F:23])[F:22])=[CH:16][N:15]=3)[CH:13]=2)[CH2:2][CH2:3][CH2:4][CH2:5][CH2:6]1, predict the reactants needed to synthesize it. The reactants are: [CH:1]1([CH:7]([C:9]2[C:10]([CH:24]3[CH2:26][CH2:25]3)=[N:11][N:12]([C:14]3[CH:19]=[CH:18][C:17]([C:20]([F:23])([F:22])[F:21])=[CH:16][N:15]=3)[CH:13]=2)O)[CH2:6][CH2:5][CH2:4][CH2:3][CH2:2]1.[NH2:27][C:28]1[CH:33]=[CH:32][C:31]([C:34]([N:36]([CH3:44])[CH2:37][CH2:38][C:39]([O:41]CC)=[O:40])=[O:35])=[CH:30][CH:29]=1. (3) Given the product [NH4+:10].[OH-:12].[CH3:26][OH:25].[CH:2]([C@:5]1([C:11]([N:13]2[CH2:14][CH:15]=[C:16]([C:19]3[CH:20]=[CH:21][CH:22]=[CH:23][CH:24]=3)[CH2:17][CH2:18]2)=[O:12])[CH2:9][CH2:8][C@@H:7]([NH:10][C:39](=[O:41])[O:31][C:28]([CH3:27])([CH3:29])[CH3:53])[CH2:6]1)([CH3:4])[CH3:3], predict the reactants needed to synthesize it. The reactants are: Cl.[CH:2]([C@:5]1([C:11]([N:13]2[CH2:18][CH:17]=[C:16]([C:19]3[CH:24]=[CH:23][CH:22]=[CH:21][CH:20]=3)[CH2:15][CH2:14]2)=[O:12])[CH2:9][CH2:8][C@@H:7]([NH2:10])[CH2:6]1)([CH3:4])[CH3:3].[O:25]1C[CH2:29][C:28](=[O:31])[CH2:27][CH2:26]1.C(N(CC)CC)C.[C:39](O[BH-](OC(=O)C)OC(=O)C)(=[O:41])C.[Na+].[C:53]([O-])(O)=O.[Na+]. (4) Given the product [NH:1]1[CH:6]=[C:5]2[C:4]([N:12]=[CH:13][NH:15]2)=[N:3][CH2:2]1.[O:14]=[C:13]1[NH:17][C:16]2[N:1]=[CH:2][N:26]([CH2:27][C:28]([O:30][CH2:31][CH3:32])=[O:29])[C:18]=2[C:19](=[O:21])[N:12]1[CH2:9][CH2:10][CH3:11], predict the reactants needed to synthesize it. The reactants are: [NH:1]1[CH2:6][CH2:5][C:4](=O)[NH:3][C:2]1=O.[CH2:9]([NH:12][C:13]([NH2:15])=[O:14])[CH2:10][CH3:11].[C:16]([CH2:18][C:19]([O:21]CC)=O)#[N:17].BrBr.[NH2:26][CH2:27][C:28]([O:30][CH2:31][CH3:32])=[O:29].C(OC(OCC)OCC)C. (5) Given the product [N:13]1([C:17]([O:19][CH2:20][C:21]2[C:22]([CH3:31])=[N:23][C:24]([C:27]([F:30])([F:29])[F:28])=[CH:25][CH:26]=2)=[O:18])[CH:12]=[CH:16][N:9]=[CH:14]1, predict the reactants needed to synthesize it. The reactants are: C([N:9]1[C@H:16]2[C@H:12]([N:13]([C:17]([O:19][CH2:20][C:21]3[C:22]([CH3:31])=[N:23][C:24]([C:27]([F:30])([F:29])[F:28])=[CH:25][CH:26]=3)=[O:18])[CH2:14]C2)[C@@H](O)C1)(=O)C1C=CC=CC=1.C(N1C=CN=C1)(N1C=CN=C1)=O.CC1C(CO)=CC=C(C(F)(F)F)N=1.